The task is: Predict the product of the given reaction.. This data is from Forward reaction prediction with 1.9M reactions from USPTO patents (1976-2016). (1) Given the reactants Cl[C:2]1[N:3]=[N:4][C:5]([O:8][CH2:9][C:10]2[C:11]([C:16]3[CH:21]=[CH:20][CH:19]=[CH:18][CH:17]=3)=[N:12][O:13][C:14]=2[CH3:15])=[CH:6][CH:7]=1.[C:22](=[O:25])([O-])[O-:23].[Na+].[Na+].[CH2:28](O)[CH3:29], predict the reaction product. The product is: [CH2:28]([O:23][C:22]([C:2]1[N:3]=[N:4][C:5]([O:8][CH2:9][C:10]2[C:11]([C:16]3[CH:21]=[CH:20][CH:19]=[CH:18][CH:17]=3)=[N:12][O:13][C:14]=2[CH3:15])=[CH:6][CH:7]=1)=[O:25])[CH3:29]. (2) Given the reactants C([Li])CCC.Br[C:7]1[N:12]=[C:11]([CH3:13])[C:10]([O:14][CH:15]([F:17])[F:16])=[C:9]([CH3:18])[CH:8]=1.[Cl:19][C:20]1[CH:25]=[C:24]([C:26]([C:34]2[CH:39]=[CH:38][CH:37]=[C:36]([F:40])[C:35]=2[C:41]#[N:42])=[N:27]S(C(C)(C)C)=O)[CH:23]=[CH:22][N:21]=1.Cl.C(=O)(O)[O-].[Na+], predict the reaction product. The product is: [Cl:19][C:20]1[CH:25]=[C:24]([C:26]2([C:7]3[CH:8]=[C:9]([CH3:18])[C:10]([O:14][CH:15]([F:17])[F:16])=[C:11]([CH3:13])[N:12]=3)[C:34]3[C:35](=[C:36]([F:40])[CH:37]=[CH:38][CH:39]=3)[C:41]([NH2:42])=[N:27]2)[CH:23]=[CH:22][N:21]=1.